This data is from Forward reaction prediction with 1.9M reactions from USPTO patents (1976-2016). The task is: Predict the product of the given reaction. Given the reactants [CH:1]([C:4]1[CH:11]=[CH:10][C:7]([CH:8]=O)=[CH:6][CH:5]=1)([CH3:3])[CH3:2].[F:12][C:13]([F:22])([F:21])[C:14]1[CH:15]=[CH:16][C:17]([NH2:20])=[N:18][CH:19]=1.C([O:25][C:26](=O)[C:27]([OH:38])=[CH:28][C:29](=[O:37])[C:30]1[CH:35]=[CH:34][C:33]([CH3:36])=[CH:32][CH:31]=1)C, predict the reaction product. The product is: [OH:38][C:27]1[C:26](=[O:25])[N:20]([C:17]2[CH:16]=[CH:15][C:14]([C:13]([F:12])([F:21])[F:22])=[CH:19][N:18]=2)[CH:8]([C:7]2[CH:10]=[CH:11][C:4]([CH:1]([CH3:3])[CH3:2])=[CH:5][CH:6]=2)[C:28]=1[C:29](=[O:37])[C:30]1[CH:35]=[CH:34][C:33]([CH3:36])=[CH:32][CH:31]=1.